Dataset: Reaction yield outcomes from USPTO patents with 853,638 reactions. Task: Predict the reaction yield, written as a fraction of the theoretical maximum amount of product (1.0 means a 100% yield; for example, 0.34 means a 34% yield). (1) The reactants are [ClH:1].[CH3:2][C:3]1[CH:16]=[CH:15][C:14]2[C@@H:13]3[C@H:8]([CH2:9][CH2:10][C:11]4[CH:20]=[C:19]([O:21][CH3:22])[C:18]([O:23][CH3:24])=[CH:17][C:12]=43)[N:7](CC3C=CC=CC=3)[CH2:6][C:5]=2[CH:4]=1. The yield is 0.780. The product is [ClH:1].[CH3:2][C:3]1[CH:16]=[CH:15][C:14]2[C@@H:13]3[C@H:8]([CH2:9][CH2:10][C:11]4[CH:20]=[C:19]([O:21][CH3:22])[C:18]([O:23][CH3:24])=[CH:17][C:12]=43)[NH:7][CH2:6][C:5]=2[CH:4]=1. The catalyst is C(O)C.[Pd]. (2) The reactants are [CH3:1][O:2][C:3]1[CH:4]=[C:5]2[C:9](=[CH:10][CH:11]=1)[NH:8][CH:7]=[CH:6]2.C([BH3-])#N.[Na+].[OH-].[Na+]. The catalyst is C(O)(=O)C. The product is [CH3:1][O:2][C:3]1[CH:4]=[C:5]2[C:9](=[CH:10][CH:11]=1)[NH:8][CH2:7][CH2:6]2. The yield is 0.990. (3) The reactants are [CH3:1][C:2]1[CH:7]=[CH:6][C:5]([S:8]([NH:11][CH2:12][C:13]#[CH:14])(=[O:10])=[O:9])=[CH:4][CH:3]=1.C([O-])([O-])=O.[K+].[K+].Br[CH2:22]/[CH:23]=[CH:24]/[C:25]1[CH:30]=[CH:29][CH:28]=[CH:27][C:26]=1[Cl:31]. No catalyst specified. The product is [Cl:31][C:26]1[CH:27]=[CH:28][CH:29]=[CH:30][C:25]=1[CH:24]=[CH:23][CH2:22][N:11]([CH2:12][C:13]#[CH:14])[S:8]([C:5]1[CH:6]=[CH:7][C:2]([CH3:1])=[CH:3][CH:4]=1)(=[O:10])=[O:9]. The yield is 0.780. (4) The reactants are [CH3:1][C:2]1[CH:22]=[C:21]([N+:23]([O-])=O)[CH:20]=[CH:19][C:3]=1[O:4][C:5]1[C:14]2[C:9](=[CH:10][C:11]([O:17][CH3:18])=[C:12]([O:15][CH3:16])[CH:13]=2)[N:8]=[CH:7][CH:6]=1.[H][H]. The catalyst is C(OCC)(=O)C.CN(C)C=O.C(N(CC)CC)C.[OH-].[Pd+2].[OH-]. The product is [CH3:16][O:15][C:12]1[CH:13]=[C:14]2[C:9](=[CH:10][C:11]=1[O:17][CH3:18])[N:8]=[CH:7][CH:6]=[C:5]2[O:4][C:3]1[CH:19]=[CH:20][C:21]([NH2:23])=[CH:22][C:2]=1[CH3:1]. The yield is 0.910. (5) The reactants are Br[C:2]1[N:7]=[CH:6][C:5]([C@@H:8]2[CH2:10][C@H:9]2[NH:11][C:12](=[O:18])[O:13][C:14]([CH3:17])([CH3:16])[CH3:15])=[CH:4][CH:3]=1.C(=O)([O-])[O-].[K+].[K+].[F:25][C:26]([F:37])([F:36])[C:27]1[CH:28]=[C:29](B(O)O)[CH:30]=[CH:31][CH:32]=1. The catalyst is CC#N.O. The product is [F:25][C:26]([F:37])([F:36])[C:27]1[CH:32]=[C:31]([C:2]2[N:7]=[CH:6][C:5]([C@@H:8]3[CH2:10][C@H:9]3[NH:11][C:12](=[O:18])[O:13][C:14]([CH3:17])([CH3:16])[CH3:15])=[CH:4][CH:3]=2)[CH:30]=[CH:29][CH:28]=1. The yield is 0.583. (6) The reactants are Br[C:2]1[C:3]([C:15]2[CH:20]=[CH:19][CH:18]=[CH:17][CH:16]=2)=[CH:4][C:5]2[N:10]([CH2:11][CH3:12])[C:9](=[O:13])[CH2:8][O:7][C:6]=2[N:14]=1.CC1(C)C(C)(C)OB([C:29]2[CH:43]=[CH:42][C:32]([CH2:33][NH:34][C:35](=[O:41])[O:36][C:37]([CH3:40])([CH3:39])[CH3:38])=[CH:31][CH:30]=2)O1.C(=O)([O-])[O-].[Cs+].[Cs+]. The catalyst is O1CCOCC1.O. The product is [CH2:11]([N:10]1[C:9](=[O:13])[CH2:8][O:7][C:6]2[N:14]=[C:2]([C:29]3[CH:43]=[CH:42][C:32]([CH2:33][NH:34][C:35](=[O:41])[O:36][C:37]([CH3:38])([CH3:39])[CH3:40])=[CH:31][CH:30]=3)[C:3]([C:15]3[CH:20]=[CH:19][CH:18]=[CH:17][CH:16]=3)=[CH:4][C:5]1=2)[CH3:12]. The yield is 0.653.